Predict which catalyst facilitates the given reaction. From a dataset of Catalyst prediction with 721,799 reactions and 888 catalyst types from USPTO. (1) Product: [OH:15][C:8]1([CH2:32][C:31](=[O:33])[C:27]2[S:26][CH:30]=[CH:29][CH:28]=2)[C:9]2[C:10](=[N:11][CH:12]=[CH:13][CH:14]=2)[N:6]([CH2:1][CH2:2][CH2:3][CH2:4][CH3:5])[C:7]1=[O:16]. The catalyst class is: 8. Reactant: [CH2:1]([N:6]1[C:10]2=[N:11][CH:12]=[CH:13][CH:14]=[C:9]2[C:8](=[O:15])[C:7]1=[O:16])[CH2:2][CH2:3][CH2:4][CH3:5].C(N(C(C)C)CC)(C)C.[S:26]1[CH:30]=[CH:29][CH:28]=[C:27]1[C:31](=[O:33])[CH3:32]. (2) Reactant: [CH3:1][C:2]([CH3:15])([CH3:14])[C:3]([NH:5][C:6]1[CH:11]=[CH:10][CH:9]=[C:8]([O:12][CH3:13])[N:7]=1)=[O:4].C([Li])CCC.[Br:21]CCBr.O. Product: [Br:21][C:11]1[C:6]([NH:5][C:3](=[O:4])[C:2]([CH3:15])([CH3:14])[CH3:1])=[N:7][C:8]([O:12][CH3:13])=[CH:9][CH:10]=1. The catalyst class is: 7. (3) Reactant: [NH2:1][C:2]1[N:7]=[C:6](Cl)[C:5]([S:9][C:10]2[CH:15]=[CH:14][C:13]([CH2:16][C:17]#[N:18])=[CH:12][CH:11]=2)=[C:4]([CH3:19])[N:3]=1.[CH2:20]([NH2:24])[CH2:21][CH2:22][CH3:23]. Product: [NH2:1][C:2]1[N:7]=[C:6]([NH:24][CH2:20][CH2:21][CH2:22][CH3:23])[C:5]([S:9][C:10]2[CH:15]=[CH:14][C:13]([CH2:16][C:17]#[N:18])=[CH:12][CH:11]=2)=[C:4]([CH3:19])[N:3]=1. The catalyst class is: 51.